From a dataset of Experimentally validated miRNA-target interactions with 360,000+ pairs, plus equal number of negative samples. Binary Classification. Given a miRNA mature sequence and a target amino acid sequence, predict their likelihood of interaction. (1) The miRNA is mmu-miR-1952 with sequence UCUCCACCCUCCUUCUG. The protein sequence of the target gene is MISSTSVYGLKMQWTPEHAQWPEQHFDITSTTRSPAHKVEAYRGHLQRTYQYAWANDDISALTASNLLKKYAEKYSGILEGPVDRPVLSNYSDTPSGLVNGRKNDSEPWQPSLNSEAVYPMNCVPDVITASKAGVSSALPPVDVSASIGSSPGVASNLTEPSYSSSTCGSHTVPSLHAGLPSQEYAPGYNGSYLHSTYSSQATPALPSPHPSPLHSSGLLQPPPPPPPPPALVPGYNGTSNLSSYSYPSASYPPQTAVGSGYSPGGAPPPPSAYLPSGIPAPTPLPPTTVPGYTYQGHGL.... Result: 1 (interaction). (2) The miRNA is hsa-miR-5001-3p with sequence UUCUGCCUCUGUCCAGGUCCUU. The protein sequence of the target gene is MGTVPDPLRSAKTSLIAASGKEDDLGEPQAASPRHRPALLCKNANGFSGAPAEPDLSPRAAAEALMQVCEHETTQPDMSSPGVFNEVQKAPATFNSPGNPQLPGSSQPAASAPSSAAGRDLIHTPLTMPANQHTCQSIPGDQPNAITSSMPEDSLMRSQRTSNREQPEKPSCPVGGVLSSSKDQVSCEFPSPETIQGTVQTPVTAARVVSHSSSPVGGPEGERQGAICDSEMRSCKPLTRESGCSENKQPSVTASGPQGTTSVTPQPTPLTSEPSACPPGPEKVPLPAQRQMSRFKEAST.... Result: 1 (interaction). (3) The miRNA is dme-miR-11-3p with sequence CAUCACAGUCUGAGUUCUUGC. The protein sequence of the target gene is MAAPEPARAAPPPPPPPPPPLGADRVVKAVPFPPTHRLTSEEVFDMDGIPRVDVLKNHLVKEGRVDEEIALRIINEGAAILRREKTMIEVEAPITVCGDIHGQFFDLMKLFEVGGSPANTRYLFLGDYVDRGYFSIECVLYLWVLKILYPSTLFLLRGNHECRHLTEYFTFKQECKIKYSERVYEACMEAFDSLPLAALLNQQFLCVHGGLSPEIHTLDDIRRLDRFKEPPAFGPMCDLLWSDPSEDFGNEKSQEHFSHNTVRGCSYFYNYPAVCEFLQNNNLLSIIRAHEAQDAGYRMY.... Result: 0 (no interaction).